From a dataset of Retrosynthesis with 50K atom-mapped reactions and 10 reaction types from USPTO. Predict the reactants needed to synthesize the given product. (1) Given the product CC(C)(C)c1ccc(OCC(=O)NCc2cc(F)c(NS(C)(=O)=O)c(F)c2)cc1, predict the reactants needed to synthesize it. The reactants are: CC(C)(C)c1ccc(OCC(=O)O)cc1.CS(=O)(=O)Nc1c(F)cc(CN)cc1F. (2) Given the product CC(C)(C)OC(=O)NC(C)(CO[C@](C)(C(N)=O)C(F)(F)F)c1cccc(Br)n1, predict the reactants needed to synthesize it. The reactants are: CCOC(=O)[C@@](C)(OCC(C)(NC(=O)OC(C)(C)C)c1cccc(Br)n1)C(F)(F)F.N. (3) Given the product COc1cc(OC)c(CCNC(=O)c2ccc(OC)c([N+](=O)[O-])c2)c(OC)c1, predict the reactants needed to synthesize it. The reactants are: COc1cc(OC)c(CCN)c(OC)c1.COc1ccc(C(=O)O)cc1[N+](=O)[O-]. (4) Given the product COCCCc1nc(N2CCOCC2)cc(C)c1C(=O)OC, predict the reactants needed to synthesize it. The reactants are: COCC#Cc1nc(N2CCOCC2)cc(C)c1C(=O)OC. (5) Given the product COc1ccc2c(CCCC(=O)NO)nnc(-c3nccs3)c2c1, predict the reactants needed to synthesize it. The reactants are: COC(=O)CCCc1nnc(-c2nccs2)c2cc(OC)ccc12.NO. (6) Given the product CC(C)(C)OC(=O)N1CCC[C@H](Nc2ncnc3c2nc(-c2ccccc2Cl)n3-c2ccc(Cl)cc2)C1, predict the reactants needed to synthesize it. The reactants are: CC(C)(C)OC(=O)N1CCC[C@H](N)C1.Clc1ccc(-n2c(-c3ccccc3Cl)nc3c(Cl)ncnc32)cc1. (7) Given the product CCC(=O)N1CC(Cc2nn(C(=O)CC)c(=O)n2-c2ccc(Br)cc2F)C1, predict the reactants needed to synthesize it. The reactants are: CCC(=O)Cl.CCC(=O)N1CC(Cc2n[nH]c(=O)n2-c2ccc(Br)cc2F)C1. (8) The reactants are: COC(=O)c1ccc(-n2c(C)cc(OCc3ccc(F)cc3F)c(Br)c2=O)o1. Given the product Cc1cc(OCc2ccc(F)cc2F)c(Br)c(=O)n1-c1ccc(C(=O)O)o1, predict the reactants needed to synthesize it.